Dataset: Full USPTO retrosynthesis dataset with 1.9M reactions from patents (1976-2016). Task: Predict the reactants needed to synthesize the given product. (1) Given the product [CH2:1]1[C:9]2[C:4](=[CH:5][C:6]([NH:10][C:11]3[S:12][C:13]([CH2:22][OH:23])=[C:14]([C:16]4[CH:21]=[CH:20][N:19]=[CH:18][CH:17]=4)[N:15]=3)=[CH:7][CH:8]=2)[CH2:3][CH2:2]1, predict the reactants needed to synthesize it. The reactants are: [CH2:1]1[C:9]2[C:4](=[CH:5][C:6]([NH:10][C:11]3[S:12][CH:13]=[C:14]([C:16]4[CH:21]=[CH:20][N:19]=[CH:18][CH:17]=4)[N:15]=3)=[CH:7][CH:8]=2)[CH2:3][CH2:2]1.[CH2:22]=[O:23].CCN(CC)CC. (2) Given the product [CH:1]1[CH:2]=[CH:3][C:4]2[S:15][C:14]3[CH:13]=[CH:12][CH:11]=[CH:10][C:9]=3[N:8]=[C:7]([N:16]3[CH2:21][CH2:20][N:19]([CH2:22][CH2:23][O:24][CH2:25][CH2:26][OH:27])[CH2:18][CH2:17]3)[C:5]=2[CH:6]=1.[BrH:28], predict the reactants needed to synthesize it. The reactants are: [CH:1]1[CH:2]=[CH:3][C:4]2[S:15][C:14]3[CH:13]=[CH:12][CH:11]=[CH:10][C:9]=3[N:8]=[C:7]([N:16]3[CH2:21][CH2:20][N:19]([CH2:22][CH2:23][O:24][CH2:25][CH2:26][OH:27])[CH2:18][CH2:17]3)[C:5]=2[CH:6]=1.[BrH:28].